Dataset: Reaction yield outcomes from USPTO patents with 853,638 reactions. Task: Predict the reaction yield, written as a fraction of the theoretical maximum amount of product (1.0 means a 100% yield; for example, 0.34 means a 34% yield). (1) The reactants are [Cl:1][C:2]1[S:6][C:5]([S:7]([N:10]([CH2:29][O:30][CH2:31][CH2:32][Si:33]([CH3:36])([CH3:35])[CH3:34])[C:11]2[C:19]3[C:14](=[CH:15][CH:16]=[CH:17][C:18]=3[O:20][CH3:21])[N:13](C(OC(C)(C)C)=O)[N:12]=2)(=[O:9])=[O:8])=[CH:4][CH:3]=1.C(=O)([O-])[O-].[Na+].[Na+].C(Cl)Cl. The catalyst is CN(C=O)C.O. The product is [Cl:1][C:2]1[S:6][C:5]([S:7]([N:10]([C:11]2[C:19]3[C:14](=[CH:15][CH:16]=[CH:17][C:18]=3[O:20][CH3:21])[NH:13][N:12]=2)[CH2:29][O:30][CH2:31][CH2:32][Si:33]([CH3:36])([CH3:34])[CH3:35])(=[O:9])=[O:8])=[CH:4][CH:3]=1. The yield is 0.630. (2) The product is [F:14][C:2]([F:1])([F:15])[O:3][C:4]1[CH:5]=[CH:6][C:7]([CH2:10][C:11]2[O:13][N:29]=[C:23]([C:24]([O:26][CH2:27][CH3:28])=[O:25])[N:22]=2)=[CH:8][CH:9]=1. The catalyst is ClCCl.N1C=CC=CC=1.CN(C=O)C. The yield is 0.100. The reactants are [F:1][C:2]([F:15])([F:14])[O:3][C:4]1[CH:9]=[CH:8][C:7]([CH2:10][C:11]([OH:13])=O)=[CH:6][CH:5]=1.C(Cl)(=O)C(Cl)=O.[NH2:22][C:23](=[N:29]O)[C:24]([O:26][CH2:27][CH3:28])=[O:25].C(N(CC)C(C)C)(C)C. (3) The product is [Br:1][C:2]1[C:3]([F:14])=[CH:4][CH:5]=[C:6]2[C:11]=1[N:10]=[C:9]([NH:15][C:16]([CH3:20])([CH3:19])[CH2:17][OH:18])[C:8]([CH3:13])=[N:7]2. The reactants are [Br:1][C:2]1[C:3]([F:14])=[CH:4][CH:5]=[C:6]2[C:11]=1[NH:10][C:9](=O)[C:8]([CH3:13])=[N:7]2.[NH2:15][C:16]([CH3:20])([CH3:19])[CH2:17][OH:18].CCOC(C)=O. The yield is 0.390. The catalyst is CS(C)=O.